The task is: Predict the product of the given reaction.. This data is from Forward reaction prediction with 1.9M reactions from USPTO patents (1976-2016). (1) Given the reactants [C:1]([O:5][C:6]([N:8]1[CH2:13][CH2:12][N:11]([CH:14]([C:21]2[CH:26]=[CH:25][CH:24]=[CH:23][C:22]=2[F:27])[CH2:15][NH:16][S:17]([CH3:20])(=[O:19])=[O:18])[CH2:10][CH2:9]1)=[O:7])([CH3:4])([CH3:3])[CH3:2].[H-].[Na+].I[CH2:31][CH3:32], predict the reaction product. The product is: [C:1]([O:5][C:6]([N:8]1[CH2:9][CH2:10][N:11]([CH:14]([C:21]2[CH:26]=[CH:25][CH:24]=[CH:23][C:22]=2[F:27])[CH2:15][N:16]([CH2:31][CH3:32])[S:17]([CH3:20])(=[O:19])=[O:18])[CH2:12][CH2:13]1)=[O:7])([CH3:4])([CH3:2])[CH3:3]. (2) Given the reactants [CH3:1][O:2][C:3](=[O:26])[CH2:4][CH2:5][C:6]1[CH:11]=[CH:10][C:9]([C:12]([CH2:23][CH3:24])([C:15]2[CH:20]=[CH:19][C:18]([OH:21])=[C:17]([CH3:22])[CH:16]=2)[CH2:13][CH3:14])=[CH:8][C:7]=1[CH3:25].[F:27][C:28]([F:41])([F:40])[S:29](O[S:29]([C:28]([F:41])([F:40])[F:27])(=[O:31])=[O:30])(=[O:31])=[O:30].N1C=CC=CC=1.[NH4+].[Cl-], predict the reaction product. The product is: [CH3:1][O:2][C:3](=[O:26])[CH2:4][CH2:5][C:6]1[CH:11]=[CH:10][C:9]([C:12]([CH2:13][CH3:14])([C:15]2[CH:20]=[CH:19][C:18]([O:21][S:29]([C:28]([F:41])([F:40])[F:27])(=[O:31])=[O:30])=[C:17]([CH3:22])[CH:16]=2)[CH2:23][CH3:24])=[CH:8][C:7]=1[CH3:25]. (3) Given the reactants [CH3:1][N:2]([N:4]=[N:5][C:6]1[CH:10]=[C:9]([N+:11]([O-:13])=[O:12])[S:8][C:7]=1[C:14]([O:16]C)=[O:15])[CH3:3].[OH-].[Na+], predict the reaction product. The product is: [CH3:3][N:2]([N:4]=[N:5][C:6]1[CH:10]=[C:9]([N+:11]([O-:13])=[O:12])[S:8][C:7]=1[C:14]([OH:16])=[O:15])[CH3:1]. (4) Given the reactants Cl[S:2]([N:5]=[C:6]=[O:7])(=[O:4])=[O:3].[C:8]([OH:12])([CH3:11])([CH3:10])[CH3:9].[CH3:13][C:14]1[N:19]=[C:18]([C:20]2[CH:25]=[CH:24][CH:23]=[C:22]([C:26]3[CH:27]=[C:28]([NH2:32])[CH:29]=[CH:30][CH:31]=3)[N:21]=2)[CH:17]=[C:16]([C:33]2[CH:38]=[CH:37][C:36]([C:39]([F:42])([F:41])[F:40])=[CH:35][CH:34]=2)[CH:15]=1.C(N(CC)CC)C, predict the reaction product. The product is: [C:8]([O:12][C:6]([NH:5][S:2]([NH:32][C:28]1[CH:29]=[CH:30][CH:31]=[C:26]([C:22]2[N:21]=[C:20]([C:18]3[CH:17]=[C:16]([C:33]4[CH:38]=[CH:37][C:36]([C:39]([F:42])([F:41])[F:40])=[CH:35][CH:34]=4)[CH:15]=[C:14]([CH3:13])[N:19]=3)[CH:25]=[CH:24][CH:23]=2)[CH:27]=1)(=[O:4])=[O:3])=[O:7])([CH3:11])([CH3:10])[CH3:9]. (5) Given the reactants CN([CH:4]=[C:5]1[C:10](=O)[CH2:9][CH2:8][N:7]([S:12]([CH3:15])(=[O:14])=[O:13])[CH2:6]1)C.Cl.[NH2:17][C:18]([NH2:20])=[NH:19].C([O-])(=O)C.[K+], predict the reaction product. The product is: [CH3:15][S:12]([N:7]1[CH2:8][CH2:9][C:10]2[N:19]=[C:18]([NH2:20])[N:17]=[CH:4][C:5]=2[CH2:6]1)(=[O:14])=[O:13]. (6) Given the reactants [N:1]12[CH2:9][CH2:8][CH:5]([CH2:6][CH2:7]1)[N:4]([C:10]1[CH:11]=[C:12]3[C:17](=[CH:18][CH:19]=1)[N:16]=[C:15]([C:20]1[CH:25]=[CH:24][CH:23]=[C:22]([Cl:26])[CH:21]=1)[N:14]([CH2:27][C:28](O)=[O:29])[C:13]3=[O:31])[CH2:3][CH2:2]2.Cl.[CH3:33][NH:34][CH3:35].C(N(CC)CC)C.CCCP1(OP(CCC)(=O)OP(CCC)(=O)O1)=O.C(OCC)(=O)C, predict the reaction product. The product is: [N:1]12[CH2:9][CH2:8][CH:5]([CH2:6][CH2:7]1)[N:4]([C:10]1[CH:11]=[C:12]3[C:17](=[CH:18][CH:19]=1)[N:16]=[C:15]([C:20]1[CH:25]=[CH:24][CH:23]=[C:22]([Cl:26])[CH:21]=1)[N:14]([CH2:27][C:28]([N:34]([CH3:35])[CH3:33])=[O:29])[C:13]3=[O:31])[CH2:3][CH2:2]2. (7) Given the reactants Cl[C:2]1[N:6]([CH3:7])[N:5]=[CH:4][C:3]=1[N+:8]([O-])=O.[CH3:11][C@H:12]1[NH:17][CH2:16][CH2:15][N:14]([C:18](OC(C)(C)C)=O)[CH2:13]1, predict the reaction product. The product is: [CH3:11][C@@H:12]1[CH2:13][N:14]([CH3:18])[CH2:15][CH2:16][N:17]1[C:2]1[N:6]([CH3:7])[N:5]=[CH:4][C:3]=1[NH2:8]. (8) Given the reactants O[C:2]1[CH:17]=[C:16]([OH:18])[CH:15]=[CH:14][C:3]=1[C:4]([C:6]1[CH:11]=[CH:10][C:9]([OH:12])=[CH:8][C:7]=1[OH:13])=O.C([O-])(=O)C.[Na+].Cl.[Br:25][C:26]1[CH:27]=[C:28]([NH:32][NH2:33])[CH:29]=[CH:30][CH:31]=1, predict the reaction product. The product is: [Br:25][C:26]1[CH:27]=[C:28]([N:32]2[C:2]3[C:3](=[CH:14][CH:15]=[C:16]([OH:18])[CH:17]=3)[C:4]([C:6]3[CH:11]=[CH:10][C:9]([OH:12])=[CH:8][C:7]=3[OH:13])=[N:33]2)[CH:29]=[CH:30][CH:31]=1. (9) The product is: [Cl:30][C:27]1[CH:28]=[CH:29][C:24]([C:22]2[N:21]([CH3:31])[N:20]=[C:19]([CH2:18][O:17][C:13]3[CH:12]=[C:11]4[C:16](=[CH:15][CH:14]=3)[N:8]([CH2:7][C:6]([OH:32])=[O:5])[CH:9]=[CH:10]4)[CH:23]=2)=[CH:25][CH:26]=1. Given the reactants C([O:5][C:6](=[O:32])[CH2:7][N:8]1[C:16]2[C:11](=[CH:12][C:13]([O:17][CH2:18][C:19]3[CH:23]=[C:22]([C:24]4[CH:29]=[CH:28][C:27]([Cl:30])=[CH:26][CH:25]=4)[N:21]([CH3:31])[N:20]=3)=[CH:14][CH:15]=2)[CH:10]=[CH:9]1)(C)(C)C.[Li+].[OH-], predict the reaction product. (10) Given the reactants C1(P(C2C=CC=CC=2)C2C=CC=CC=2)C=CC=CC=1.CC(OC(/N=N/C(OC(C)C)=O)=O)C.[CH2:34]([N:41]1[CH:46]([CH3:47])[CH2:45][O:44][C@H:43]([CH2:48][OH:49])[CH2:42]1)[C:35]1[CH:40]=[CH:39][CH:38]=[CH:37][CH:36]=1.[F:50][C:51]1[CH:56]=[CH:55][C:54](O)=[CH:53][CH:52]=1, predict the reaction product. The product is: [CH2:34]([N:41]1[CH:46]([CH3:47])[CH2:45][O:44][C@H:43]([CH2:48][O:49][C:54]2[CH:55]=[CH:56][C:51]([F:50])=[CH:52][CH:53]=2)[CH2:42]1)[C:35]1[CH:36]=[CH:37][CH:38]=[CH:39][CH:40]=1.